Dataset: Forward reaction prediction with 1.9M reactions from USPTO patents (1976-2016). Task: Predict the product of the given reaction. (1) Given the reactants C([N:4]1[C:12]2[C:7](=[CH:8][C:9]([N+:13]([O-:15])=[O:14])=[CH:10][CH:11]=2)/[C:6](=[C:16](/[NH:23][C:24]2[CH:29]=[CH:28][C:27]([NH:30][S:31]([C:34]3[CH:39]=[CH:38][C:37]([CH3:40])=[CH:36][CH:35]=3)(=[O:33])=[O:32])=[CH:26][CH:25]=2)\[C:17]2[CH:22]=[CH:21][CH:20]=[CH:19][CH:18]=2)/[C:5]1=[O:41])(=O)C.[CH3:42][N:43]([CH3:48])[C:44](=[O:47])[CH2:45]Br.CC(C)([O-])C.[K+].[OH-].[Na+], predict the reaction product. The product is: [CH3:42][N:43]([CH3:48])[C:44]([CH2:45][N:30]([C:27]1[CH:28]=[CH:29][C:24]([NH:23]/[C:16](=[C:6]2\[C:5](=[O:41])[NH:4][C:12]3[C:7]\2=[CH:8][C:9]([N+:13]([O-:15])=[O:14])=[CH:10][CH:11]=3)/[C:17]2[CH:18]=[CH:19][CH:20]=[CH:21][CH:22]=2)=[CH:25][CH:26]=1)[S:31]([C:34]1[CH:35]=[CH:36][C:37]([CH3:40])=[CH:38][CH:39]=1)(=[O:33])=[O:32])=[O:47]. (2) Given the reactants [CH:1]1([SH:6])[CH2:5][CH2:4][CH2:3][CH2:2]1.C(=O)([O-])[O-].[K+].[K+].F[C:14]1[CH:19]=[CH:18][C:17]([N+:20]([O-:22])=[O:21])=[CH:16][CH:15]=1, predict the reaction product. The product is: [CH:1]1([S:6][C:14]2[CH:19]=[CH:18][C:17]([N+:20]([O-:22])=[O:21])=[CH:16][CH:15]=2)[CH2:5][CH2:4][CH2:3][CH2:2]1. (3) Given the reactants C(OC([N:8]1[CH2:13][CH2:12][N:11]([C:14]2[CH:19]=[CH:18][C:17]([O:20][CH2:21][CH2:22][CH2:23][O:24][CH2:25][C:26]3[CH:31]=[CH:30][CH:29]=[CH:28][C:27]=3[F:32])=[CH:16][CH:15]=2)[C@@H:10]([CH2:33][O:34][C:35]2[CH:44]=[CH:43][C:42]3[C:37](=[CH:38][CH:39]=[CH:40][CH:41]=3)[CH:36]=2)[CH2:9]1)=O)(C)(C)C.C(Cl)(=O)C, predict the reaction product. The product is: [F:32][C:27]1[CH:28]=[CH:29][CH:30]=[CH:31][C:26]=1[CH2:25][O:24][CH2:23][CH2:22][CH2:21][O:20][C:17]1[CH:16]=[CH:15][C:14]([N:11]2[CH2:12][CH2:13][NH:8][CH2:9][C@@H:10]2[CH2:33][O:34][C:35]2[CH:44]=[CH:43][C:42]3[C:37](=[CH:38][CH:39]=[CH:40][CH:41]=3)[CH:36]=2)=[CH:19][CH:18]=1. (4) Given the reactants [N:1]1([CH2:7][CH2:8][CH2:9][O:10][C:11]2[CH:12]=[C:13]([NH:17][C:18]([C:20]34CC5CC(CC(C5)C3)C4)=[O:19])[CH:14]=[CH:15][CH:16]=2)[CH2:6][CH2:5][O:4][CH2:3][CH2:2]1.C(N(CC)CC)C.ClCC(Cl)=O.Cl.[C:43]12([NH2:53])[CH2:52][CH:47]3[CH2:48][CH:49]([CH2:51][CH:45]([CH2:46]3)[CH2:44]1)[CH2:50]2.C(=O)([O-])[O-].[K+].[K+], predict the reaction product. The product is: [C:43]12([NH:53][CH2:20][C:18]([NH:17][C:13]3[CH:14]=[CH:15][CH:16]=[C:11]([O:10][CH2:9][CH2:8][CH2:7][N:1]4[CH2:6][CH2:5][O:4][CH2:3][CH2:2]4)[CH:12]=3)=[O:19])[CH2:50][CH:49]3[CH2:48][CH:47]([CH2:46][CH:45]([CH2:51]3)[CH2:44]1)[CH2:52]2. (5) Given the reactants [NH2:1][C:2]1[CH:17]=[CH:16][C:15]([F:18])=[CH:14][C:3]=1[C:4]([NH:6][C@H:7]([CH3:13])[C:8]([O:10]CC)=[O:9])=[O:5].[OH-].[Na+].Cl.C1(C)C=CC=CC=1, predict the reaction product. The product is: [NH2:1][C:2]1[CH:17]=[CH:16][C:15]([F:18])=[CH:14][C:3]=1[C:4]([NH:6][C@H:7]([CH3:13])[C:8]([OH:10])=[O:9])=[O:5]. (6) Given the reactants [CH2:1]([N:8](C)[C:9]1[C:18]2[CH2:17][CH2:16][C:15]([CH3:20])([CH3:19])[CH2:14][C:13]=2[C:12]2[C:21]3[C:22](=[C:24]([NH:28][CH2:29][CH2:30][N:31]4[CH2:36][CH2:35][O:34][CH2:33][CH2:32]4)[N:25]=[CH:26][N:27]=3)[S:23][C:11]=2[N:10]=1)C1C=CC=CC=1.[Cl-].[Al+3].[Cl-].[Cl-], predict the reaction product. The product is: [CH3:1][NH:8][C:9]1[C:18]2[CH2:17][CH2:16][C:15]([CH3:20])([CH3:19])[CH2:14][C:13]=2[C:12]2[C:21]3[C:22](=[C:24]([NH:28][CH2:29][CH2:30][N:31]4[CH2:36][CH2:35][O:34][CH2:33][CH2:32]4)[N:25]=[CH:26][N:27]=3)[S:23][C:11]=2[N:10]=1. (7) The product is: [CH2:1]([C:3]1[S:7][C:6]([C:8]2[CH:13]=[CH:12][N:11]=[C:10]([CH2:14][CH3:15])[CH:9]=2)=[N:5][C:4]=1[O:16][S:21]([C:20]([F:39])([F:38])[F:19])(=[O:23])=[O:22])[CH3:2]. Given the reactants [CH2:1]([C:3]1[S:7][C:6]([C:8]2[CH:13]=[CH:12][N:11]=[C:10]([CH2:14][CH3:15])[CH:9]=2)=[N:5][C:4]=1[OH:16])[CH3:2].[H-].[Na+].[F:19][C:20]([F:39])([F:38])[S:21](N([S:21]([C:20]([F:39])([F:38])[F:19])(=[O:23])=[O:22])C1C=CC=CC=1)(=[O:23])=[O:22], predict the reaction product. (8) Given the reactants [CH2:1]([N:3]([CH2:15][CH3:16])[CH2:4][C:5]1[CH:10]=[C:9]([N+:11]([O-])=O)[CH:8]=[CH:7][C:6]=1[F:14])[CH3:2].Cl[Sn]Cl, predict the reaction product. The product is: [CH2:1]([N:3]([CH2:4][C:5]1[CH:10]=[C:9]([NH2:11])[CH:8]=[CH:7][C:6]=1[F:14])[CH2:15][CH3:16])[CH3:2]. (9) Given the reactants C(P1(=O)OP(=O)(CCC)OP(=O)(CCC)O1)CC.[Br:19][C:20]1[CH:25]=[C:24]([C:26]#[C:27][Si:28]([CH:35]([CH3:37])[CH3:36])([CH:32]([CH3:34])[CH3:33])[CH:29]([CH3:31])[CH3:30])[N:23]=[C:22]([NH2:38])[CH:21]=1.[CH3:39][N:40]([C:46]([O:48][C:49]([CH3:52])([CH3:51])[CH3:50])=[O:47])[CH:41]([CH3:45])[C:42](O)=[O:43].C(=O)([O-])O.[Na+], predict the reaction product. The product is: [C:49]([O:48][C:46](=[O:47])[N:40]([CH:41]([C:42](=[O:43])[NH:38][C:22]1[CH:21]=[C:20]([Br:19])[CH:25]=[C:24]([C:26]#[C:27][Si:28]([CH:32]([CH3:34])[CH3:33])([CH:35]([CH3:37])[CH3:36])[CH:29]([CH3:31])[CH3:30])[N:23]=1)[CH3:45])[CH3:39])([CH3:50])([CH3:51])[CH3:52]. (10) Given the reactants [NH2:1][C:2]1[CH:11]=[CH:10][CH:9]=[C:8]2[C:3]=1[C:4](Br)=[CH:5][N:6]=[CH:7]2.[CH2:13](C([Sn])=C(CCCC)CCCC)[CH2:14]CC.C(C1C(O)=C(C(C)(C)C)C=C(C)C=1)(C)(C)C.[F-].[K+], predict the reaction product. The product is: [NH2:1][C:2]1[CH:11]=[CH:10][CH:9]=[C:8]2[C:3]=1[C:4]([CH:13]=[CH2:14])=[CH:5][N:6]=[CH:7]2.